Dataset: Full USPTO retrosynthesis dataset with 1.9M reactions from patents (1976-2016). Task: Predict the reactants needed to synthesize the given product. Given the product [CH2:1]([NH:3][S:4]([C:7]1[CH:12]=[CH:11][C:10]([SH:13])=[CH:9][CH:8]=1)(=[O:5])=[O:6])[CH3:2], predict the reactants needed to synthesize it. The reactants are: [CH2:1]([NH:3][S:4]([C:7]1[CH:12]=[CH:11][C:10]([S:13]CC2C=CC(OC)=CC=2)=[CH:9][CH:8]=1)(=[O:6])=[O:5])[CH3:2].C([SiH](CC)CC)C.